This data is from Catalyst prediction with 721,799 reactions and 888 catalyst types from USPTO. The task is: Predict which catalyst facilitates the given reaction. (1) Reactant: [CH3:1][C:2]1[CH:3]=[C:4]([C:8](=[O:25])[CH2:9][C:10]2[CH:15]=[CH:14][N:13]=[C:12]([NH:16][C:17](=[O:24])[C:18]3[CH:23]=[CH:22][CH:21]=[CH:20][CH:19]=3)[CH:11]=2)[CH:5]=[CH:6][CH:7]=1.[Br:26]Br. Product: [BrH:26].[Br:26][CH:9]([C:10]1[CH:15]=[CH:14][N:13]=[C:12]([NH:16][C:17](=[O:24])[C:18]2[CH:19]=[CH:20][CH:21]=[CH:22][CH:23]=2)[CH:11]=1)[C:8]([C:4]1[CH:5]=[CH:6][CH:7]=[C:2]([CH3:1])[CH:3]=1)=[O:25]. The catalyst class is: 15. (2) Reactant: [I:1][C:2]1[CH:3]=[CH:4][C:5]([O:13][CH3:14])=[C:6]([CH2:8][C:9]([O:11]C)=[O:10])[CH:7]=1.CO.O.[OH-].[Li+]. Product: [I:1][C:2]1[CH:3]=[CH:4][C:5]([O:13][CH3:14])=[C:6]([CH2:8][C:9]([OH:11])=[O:10])[CH:7]=1. The catalyst class is: 1. (3) Reactant: [ClH:1].O1CCOCC1.Cl.CCOCC.Cl.CO.[C:17]([OH:29])(=[O:28])[CH2:18][C:19]([CH2:24][C:25]([OH:27])=[O:26])([C:21]([OH:23])=[O:22])[OH:20]. Product: [ClH:1].[C:17]([OH:29])(=[O:28])[CH2:18][C:19]([CH2:24][C:25]([OH:27])=[O:26])([C:21]([OH:23])=[O:22])[OH:20]. The catalyst class is: 2.